This data is from Full USPTO retrosynthesis dataset with 1.9M reactions from patents (1976-2016). The task is: Predict the reactants needed to synthesize the given product. Given the product [F:25][C:26]([F:35])([F:36])[C:27]1[CH:32]=[CH:31][CH:30]=[CH:29][C:28]=1[CH2:33][NH:34][C:22]([CH:18]1[CH2:19][CH2:20][CH2:21][N:16]([C:5]2[N:4]=[C:3]([NH:2][CH3:1])[N:8]=[C:7]([N:9]3[CH2:10][CH2:11][N:12]([CH3:15])[CH2:13][CH2:14]3)[N:6]=2)[CH2:17]1)=[O:23], predict the reactants needed to synthesize it. The reactants are: [CH3:1][NH:2][C:3]1[N:8]=[C:7]([N:9]2[CH2:14][CH2:13][N:12]([CH3:15])[CH2:11][CH2:10]2)[N:6]=[C:5]([N:16]2[CH2:21][CH2:20][CH2:19][CH:18]([C:22](O)=[O:23])[CH2:17]2)[N:4]=1.[F:25][C:26]([F:36])([F:35])[C:27]1[CH:32]=[CH:31][CH:30]=[CH:29][C:28]=1[CH2:33][NH2:34].CN(C1C=CC=CN=1)C.CCN=C=NCCCN(C)C.